From a dataset of TCR-epitope binding with 47,182 pairs between 192 epitopes and 23,139 TCRs. Binary Classification. Given a T-cell receptor sequence (or CDR3 region) and an epitope sequence, predict whether binding occurs between them. The epitope is RILGAGCFV. The TCR CDR3 sequence is CASSGDRGMNTEAFF. Result: 1 (the TCR binds to the epitope).